Dataset: Reaction yield outcomes from USPTO patents with 853,638 reactions. Task: Predict the reaction yield, written as a fraction of the theoretical maximum amount of product (1.0 means a 100% yield; for example, 0.34 means a 34% yield). No catalyst specified. The yield is 0.618. The reactants are Cl[C:2]1[N:3]=[C:4]2[C:9](=[CH:10][CH:11]=1)[N:8]=[CH:7][C:6]1[CH:12]=[CH:13][C:14](=[O:26])[N:15]([C:16]3[CH:21]=[CH:20][CH:19]=[C:18]([C:22]([F:25])([F:24])[F:23])[CH:17]=3)[C:5]2=1.[CH3:27][C:28]1[N:33]=[CH:32][C:31](OB(O)O)=[CH:30][CH:29]=1.CC1(C)C(C)(C)OB(C2C=CC(N)=NC=2)O1. The product is [CH3:27][C:28]1[N:33]=[CH:32][C:31]([C:2]2[N:3]=[C:4]3[C:9](=[CH:10][CH:11]=2)[N:8]=[CH:7][C:6]2[CH:12]=[CH:13][C:14](=[O:26])[N:15]([C:16]4[CH:21]=[CH:20][CH:19]=[C:18]([C:22]([F:25])([F:24])[F:23])[CH:17]=4)[C:5]3=2)=[CH:30][CH:29]=1.